The task is: Predict the reactants needed to synthesize the given product.. This data is from Full USPTO retrosynthesis dataset with 1.9M reactions from patents (1976-2016). (1) Given the product [OH:1][C:2]1[CH:10]=[CH:9][CH:8]=[CH:7][C:3]=1[C:4]([O:6][CH2:16][CH3:17])=[O:5], predict the reactants needed to synthesize it. The reactants are: [OH:1][C:2]1[CH:10]=[CH:9][CH:8]=[CH:7][C:3]=1[C:4]([OH:6])=[O:5].OS(O)(=O)=O.[CH3:16][CH2:17]O. (2) Given the product [F:1][C:2]1[CH:7]=[CH:6][CH:5]=[CH:4][C:3]=1[C:8]1[N:13]=[C:12]2[C:14]([C:17]3[CH:18]=[C:19]([N:23]4[CH2:24][CH2:25][CH:26]([NH2:29])[CH2:27][CH2:28]4)[CH:20]=[N:21][CH:22]=3)=[CH:15][NH:16][C:11]2=[CH:10][CH:9]=1, predict the reactants needed to synthesize it. The reactants are: [F:1][C:2]1[CH:7]=[CH:6][CH:5]=[CH:4][C:3]=1[C:8]1[N:13]=[C:12]2[C:14]([C:17]3[CH:18]=[C:19]([N:23]4[CH2:28][CH2:27][CH:26]([NH:29]C(=O)OC(C)(C)C)[CH2:25][CH2:24]4)[CH:20]=[N:21][CH:22]=3)=[CH:15][NH:16][C:11]2=[CH:10][CH:9]=1.Cl. (3) Given the product [C:14]([O:9][C:6]1[C:4](=[O:5])[CH:3]=[C:2]([CH3:1])[O:8][CH:7]=1)(=[O:22])[CH2:15][CH2:16][CH2:17][CH2:18][CH2:19][CH2:20][CH3:21], predict the reactants needed to synthesize it. The reactants are: [CH3:1][C:2]1[O:8][CH:7]=[C:6]([OH:9])[C:4](=[O:5])[CH:3]=1.CN(C)C.[C:14](Cl)(=[O:22])[CH2:15][CH2:16][CH2:17][CH2:18][CH2:19][CH2:20][CH3:21]. (4) Given the product [Cl:24][C:25]1[CH:30]=[C:29]([CH2:31][N:32]2[C:40]3[C:35](=[C:36]([C@@H:41]([OH:43])[CH3:42])[CH:37]=[CH:38][CH:39]=3)[C:34]([F:44])([F:45])[C:33]2=[O:46])[CH:28]=[CH:27][N+:26]=1[O-:13], predict the reactants needed to synthesize it. The reactants are: FC1(F)C2C(=CC=CC=2[C@@H]([OH:13])C)N(CC2C=CN=CC=2F)C1=O.[Cl:24][C:25]1[CH:30]=[C:29]([CH2:31][N:32]2[C:40]3[C:35](=[C:36]([C@@H:41]([OH:43])[CH3:42])[CH:37]=[CH:38][CH:39]=3)[C:34]([F:45])([F:44])[C:33]2=[O:46])[CH:28]=[CH:27][N:26]=1. (5) Given the product [OH:1][C:2]([CH3:24])([CH3:23])[C:3]([N:5]1[CH2:10][CH2:9][CH:8]([CH2:11][CH2:12][O:13][C:14]2[CH:15]=[CH:16][C:17]([C:18]([N:36]([CH:29]3[CH:30]4[CH2:31][CH:32]5[CH2:33][C:26]([OH:25])([CH2:27][CH:28]3[CH2:34]5)[CH2:35]4)[CH3:37])=[O:19])=[CH:21][CH:22]=2)[CH2:7][CH2:6]1)=[O:4], predict the reactants needed to synthesize it. The reactants are: [OH:1][C:2]([CH3:24])([CH3:23])[C:3]([N:5]1[CH2:10][CH2:9][CH:8]([CH2:11][CH2:12][O:13][C:14]2[CH:22]=[CH:21][C:17]([C:18](O)=[O:19])=[CH:16][CH:15]=2)[CH2:7][CH2:6]1)=[O:4].[OH:25][C:26]12[CH2:35][CH:30]3[CH2:31][CH:32]([CH2:34][CH:28]([CH:29]3[NH:36][CH3:37])[CH2:27]1)[CH2:33]2. (6) Given the product [C:1]1([C@H:7]([N:9]2[CH:10]=[C:23]([C:34]3[CH:38]=[CH:37][S:36][CH:35]=3)[N:21]=[CH:22]2)[CH3:8])[CH:6]=[CH:5][CH:4]=[CH:3][CH:2]=1, predict the reactants needed to synthesize it. The reactants are: [C:1]1([C@H:7]([NH2:9])[CH3:8])[CH:6]=[CH:5][CH:4]=[CH:3][CH:2]=1.[C:10](O)(=O)C=O.C([O-])([O-])=O.[K+].[K+].[N+:21]([CH:23]([C:34]1[CH:38]=[CH:37][S:36][CH:35]=1)S(C1C=CC(C)=CC=1)(=O)=O)#[C-:22].